From a dataset of Full USPTO retrosynthesis dataset with 1.9M reactions from patents (1976-2016). Predict the reactants needed to synthesize the given product. Given the product [Cl:24][C:25]1[CH:26]=[C:27]([C:7]2[N:8]=[C:9]([CH3:21])[C:10]3[C:15]([CH:16]=2)=[CH:14][C:13]([O:17][CH3:18])=[C:12]([O:19][CH3:20])[CH:11]=3)[CH:28]=[CH:29][C:30]=1[Cl:31], predict the reactants needed to synthesize it. The reactants are: FC(F)(F)S(O[C:7]1[N:8]=[C:9]([CH3:21])[C:10]2[C:15]([CH:16]=1)=[CH:14][C:13]([O:17][CH3:18])=[C:12]([O:19][CH3:20])[CH:11]=2)(=O)=O.[Cl:24][C:25]1[CH:26]=[C:27](B(O)O)[CH:28]=[CH:29][C:30]=1[Cl:31].C([O-])([O-])=O.[Na+].[Na+].CCOC(C)=O.